This data is from Forward reaction prediction with 1.9M reactions from USPTO patents (1976-2016). The task is: Predict the product of the given reaction. Given the reactants [Si:1]([O:8][C@H:9]1[CH2:13][C@H:12]([N:14]2[C:18]3[N:19]=[CH:20][N:21]=[C:22]([NH:23][C@@H:24]4[C:32]5[C:27](=[CH:28][CH:29]=[CH:30][CH:31]=5)[CH2:26][CH2:25]4)[C:17]=3[CH:16]=[CH:15]2)[CH2:11][C@H:10]1[CH2:33][CH:34]=[O:35])([C:4]([CH3:7])([CH3:6])[CH3:5])([CH3:3])[CH3:2].CO.[BH4-].[Na+], predict the reaction product. The product is: [Si:1]([O:8][C@H:9]1[CH2:13][C@H:12]([N:14]2[C:18]3[N:19]=[CH:20][N:21]=[C:22]([NH:23][C@@H:24]4[C:32]5[C:27](=[CH:28][CH:29]=[CH:30][CH:31]=5)[CH2:26][CH2:25]4)[C:17]=3[CH:16]=[CH:15]2)[CH2:11][C@H:10]1[CH2:33][CH2:34][OH:35])([C:4]([CH3:7])([CH3:6])[CH3:5])([CH3:2])[CH3:3].